This data is from Reaction yield outcomes from USPTO patents with 853,638 reactions. The task is: Predict the reaction yield, written as a fraction of the theoretical maximum amount of product (1.0 means a 100% yield; for example, 0.34 means a 34% yield). (1) The reactants are C[O-].[Na+].[F:4][C:5]1[CH:10]=[CH:9][C:8]([C:11]2[O:12][C:13]3[CH:23]=[CH:22][C:21]([C:24]4[CH:25]=[C:26]([CH:31]=[CH:32][CH:33]=4)[C:27](OC)=[O:28])=[CH:20][C:14]=3[C:15]=2[C:16](=[O:19])[NH:17][CH3:18])=[CH:7][CH:6]=1.O/[N:35]=[C:36](\[NH2:43])/[C:37]1[CH:42]=[CH:41][CH:40]=[CH:39][CH:38]=1. The catalyst is CCO. The product is [F:4][C:5]1[CH:6]=[CH:7][C:8]([C:11]2[O:12][C:13]3[CH:23]=[CH:22][C:21]([C:24]4[CH:33]=[CH:32][CH:31]=[C:26]([C:27]5[O:28][N:43]=[C:36]([C:37]6[CH:42]=[CH:41][CH:40]=[CH:39][CH:38]=6)[N:35]=5)[CH:25]=4)=[CH:20][C:14]=3[C:15]=2[C:16]([NH:17][CH3:18])=[O:19])=[CH:9][CH:10]=1. The yield is 0.140. (2) The reactants are C(OC([N:8]1[CH2:13][CH2:12][N:11]([C:14](=[O:26])[NH:15][C:16]2[CH:21]=[CH:20][C:19]([O:22][CH:23]([CH3:25])[CH3:24])=[CH:18][CH:17]=2)[CH2:10][CH2:9]1)=O)(C)(C)C.C(O)(C(F)(F)F)=O.C(Cl)Cl. No catalyst specified. The product is [CH:23]([O:22][C:19]1[CH:20]=[CH:21][C:16]([NH:15][C:14]([N:11]2[CH2:10][CH2:9][NH:8][CH2:13][CH2:12]2)=[O:26])=[CH:17][CH:18]=1)([CH3:25])[CH3:24]. The yield is 0.970. (3) The reactants are Cl[CH2:2][CH2:3][CH2:4][N:5]1[C:13]2[C:8](=[CH:9][CH:10]=[C:11]([C:14]([O:16][CH3:17])=O)[CH:12]=2)[C:7]([CH:18]2[CH2:23][CH2:22][CH2:21][CH2:20][CH2:19]2)=[C:6]1[C:24]1[NH:25][CH:26]=[CH:27][CH:28]=1.[H-].[Na+].[OH2:31]. The catalyst is CN(C)C=O. The product is [CH:18]1([C:7]2[C:8]3[CH:9]=[CH:10][C:11]([C:14]([O:16][CH3:17])=[O:31])=[CH:12][C:13]=3[N:5]3[CH2:4][CH2:3][CH2:2][N:25]4[CH:26]=[CH:27][CH:28]=[C:24]4[C:6]=23)[CH2:23][CH2:22][CH2:21][CH2:20][CH2:19]1. The yield is 0.770. (4) The reactants are [CH3:1][C:2]1[C:6]([CH2:7][N:8]2[CH:12]=[C:11]([N:13]3[C:17](=[O:18])[CH2:16][NH:15][C:14]3=[O:19])[CH:10]=[N:9]2)=[C:5]([CH3:20])[O:4][N:3]=1.Cl.[CH3:22][O:23]C(=O)[C@H](CO)N.C(N(CC)CC)C. The catalyst is C1(C)C=CC=CC=1. The product is [CH3:1][C:2]1[C:6]([CH2:7][N:8]2[CH:12]=[C:11]([N:13]3[C:17](=[O:18])[CH:16]([CH2:22][OH:23])[NH:15][C:14]3=[O:19])[CH:10]=[N:9]2)=[C:5]([CH3:20])[O:4][N:3]=1. The yield is 0.250. (5) No catalyst specified. The yield is 1.00. The reactants are C(O[B:5]1[O:9][C:8]([CH3:11])([CH3:10])[C:7]([CH3:13])([CH3:12])[O:6]1)(C)C.C([Li])CCC.[F:19][C:20]1[CH:21]=[C:22]([C:27]2([OH:32])[CH2:31][CH2:30][CH2:29][CH2:28]2)[CH:23]=[C:24]([F:26])[CH:25]=1. The product is [F:19][C:20]1[CH:21]=[C:22]([C:27]2([OH:32])[CH2:31][CH2:30][CH2:29][CH2:28]2)[CH:23]=[C:24]([F:26])[C:25]=1[B:5]1[O:6][C:7]([CH3:12])([CH3:13])[C:8]([CH3:10])([CH3:11])[O:9]1. (6) The reactants are [CH2:1]([OH:19])[CH2:2][CH2:3][CH2:4][CH2:5][CH2:6][CH2:7][CH2:8]/[CH:9]=[CH:10]\[CH2:11][CH2:12][CH2:13][CH2:14][CH2:15][CH2:16][CH2:17][CH3:18].[C:20](O)(=[O:30])[CH2:21][CH2:22][CH2:23][CH2:24][CH2:25][CH2:26][CH2:27][CH:28]=[CH2:29]. The catalyst is C(OCC)(=O)C.CCCCCC. The product is [C:20]([O:19][CH2:1][CH2:2][CH2:3][CH2:4][CH2:5][CH2:6][CH2:7][CH2:8][CH:9]=[CH:10][CH2:11][CH2:12][CH2:13][CH2:14][CH2:15][CH2:16][CH2:17][CH3:18])(=[O:30])[CH2:21][CH2:22][CH2:23][CH2:24][CH2:25][CH2:26][CH2:27][CH:28]=[CH2:29]. The yield is 0.960. (7) The reactants are [F:1][C:2]1[CH:3]=[C:4]([C@H:10]2[CH2:14][CH2:13][CH2:12][N:11]2[C:15]2[CH:20]=[CH:19][N:18]3[N:21]=[CH:22][C:23]([C:24](O)=[O:25])=[C:17]3[N:16]=2)[C:5]([O:8][CH3:9])=[N:6][CH:7]=1.[CH3:27][O:28][NH2:29]. No catalyst specified. The product is [F:1][C:2]1[CH:3]=[C:4]([C@H:10]2[CH2:14][CH2:13][CH2:12][N:11]2[C:15]2[CH:20]=[CH:19][N:18]3[N:21]=[CH:22][C:23]([C:24]([NH:29][O:28][CH3:27])=[O:25])=[C:17]3[N:16]=2)[C:5]([O:8][CH3:9])=[N:6][CH:7]=1. The yield is 0.670. (8) The reactants are [CH3:1][O:2][C@H:3]1[C@@H:9]2[O:10][CH2:11][C@H:12]([O:13]C(C3C=CC=CC=3)=O)[C@@H:8]2[O:7][C@@H:4]1[O:5][CH3:6].[OH-].[Na+]. The catalyst is CO.C(OCC)(=O)C. The product is [CH3:1][O:2][C@H:3]1[C@@H:9]2[O:10][CH2:11][C@@H:12]([OH:13])[C@@H:8]2[O:7][C@@H:4]1[O:5][CH3:6]. The yield is 0.850.